From a dataset of Forward reaction prediction with 1.9M reactions from USPTO patents (1976-2016). Predict the product of the given reaction. (1) Given the reactants [Cl:1][C:2]1[CH:7]=[C:6]([Cl:8])[CH:5]=[CH:4][C:3]=1[C:9]1[N:14]2[N:15]=[C:16]([CH2:26][CH3:27])[C:17]([NH:18]C(=O)OC(C)(C)C)=[C:13]2[CH:12]=[CH:11][CH:10]=1.[H-].[Na+].[CH3:30][O:31][CH2:32][CH2:33]Br.Cl.C(OCC)(=O)C.[OH-].[Na+], predict the reaction product. The product is: [Cl:1][C:2]1[CH:7]=[C:6]([Cl:8])[CH:5]=[CH:4][C:3]=1[C:9]1[N:14]2[N:15]=[C:16]([CH2:26][CH3:27])[C:17]([NH:18][CH2:33][CH2:32][O:31][CH3:30])=[C:13]2[CH:12]=[CH:11][CH:10]=1. (2) Given the reactants C([N:8]1[CH2:13][CH:12]=[C:11]([CH2:14][O:15][C:16]2[CH:21]=[C:20]([O:22][CH2:23][O:24][CH3:25])[C:19]([F:26])=[CH:18][C:17]=2Br)[CH2:10][CH2:9]1)C1C=CC=CC=1.N(C(C)(C)C#N)=NC(C)(C)C#N.C([SnH](CCCC)CCCC)CCC.[C-]#[Si+].C(N1CCC2(C3C=C(F)C(OCOC)=CC=3OC2)CC1)C1C=CC=CC=1.ClC(OC(Cl)C)=O, predict the reaction product. The product is: [F:26][C:19]1[C:20]([O:22][CH2:23][O:24][CH3:25])=[CH:21][C:16]2[O:15][CH2:14][C:11]3([CH2:10][CH2:9][NH:8][CH2:13][CH2:12]3)[C:17]=2[CH:18]=1. (3) The product is: [ClH:35].[F:34][C:3]([F:2])([F:33])[C:4]1[CH:5]=[C:6]([CH:26]=[C:27]([C:29]([F:30])([F:31])[F:32])[CH:28]=1)[CH2:7][N:8]([CH3:25])[C:9]([C@@H:11]1[CH2:16][CH2:15][N:14]([C:36]2[S:40][N:39]=[C:38]([CH3:41])[N:37]=2)[CH2:13][C@H:12]1[C:17]1[CH:22]=[CH:21][C:20]([F:23])=[CH:19][C:18]=1[CH3:24])=[O:10]. Given the reactants Cl.[F:2][C:3]([F:34])([F:33])[C:4]1[CH:5]=[C:6]([CH:26]=[C:27]([C:29]([F:32])([F:31])[F:30])[CH:28]=1)[CH2:7][N:8]([CH3:25])[C:9]([C@@H:11]1[CH2:16][CH2:15][NH:14][CH2:13][C@H:12]1[C:17]1[CH:22]=[CH:21][C:20]([F:23])=[CH:19][C:18]=1[CH3:24])=[O:10].[Cl:35][C:36]1[S:40][N:39]=[C:38]([CH3:41])[N:37]=1.CCN(CC)CC.O, predict the reaction product. (4) Given the reactants [CH3:1][N:2]([CH3:34])[C@@H:3]1[CH2:7][CH2:6][N:5]([C:8]2[CH:13]=[CH:12][C:11]([N:14]3[CH2:23][CH2:22][C:21]4[C:16](=[CH:17][CH:18]=[C:19](OS(C(F)(F)F)(=O)=O)[CH:20]=4)[C:15]3=[O:32])=[CH:10][C:9]=2[F:33])[CH2:4]1.[F:35][C:36]1[CH:41]=[CH:40][C:39](B(O)O)=[CH:38][CH:37]=1, predict the reaction product. The product is: [CH3:1][N:2]([CH3:34])[C@@H:3]1[CH2:7][CH2:6][N:5]([C:8]2[CH:13]=[CH:12][C:11]([N:14]3[CH2:23][CH2:22][C:21]4[C:16](=[CH:17][CH:18]=[C:19]([C:39]5[CH:40]=[CH:41][C:36]([F:35])=[CH:37][CH:38]=5)[CH:20]=4)[C:15]3=[O:32])=[CH:10][C:9]=2[F:33])[CH2:4]1.